From a dataset of Reaction yield outcomes from USPTO patents with 853,638 reactions. Predict the reaction yield, written as a fraction of the theoretical maximum amount of product (1.0 means a 100% yield; for example, 0.34 means a 34% yield). (1) The reactants are [CH3:1][O:2][C:3]([C:5]1[CH:19]=[CH:18][C:8]([CH2:9]P(=O)(OCC)OCC)=[CH:7][CH:6]=1)=[O:4].C1OCCOCCOCCOCCOC1.[H-].[Na+].O=[C:38]1[CH2:43][CH2:42][N:41]([C:44]([O:46][C:47]([CH3:50])([CH3:49])[CH3:48])=[O:45])[CH2:40][CH2:39]1. The catalyst is C1COCC1. The product is [CH3:1][O:2][C:3]([C:5]1[CH:6]=[CH:7][C:8]([CH:9]=[C:38]2[CH2:43][CH2:42][N:41]([C:44]([O:46][C:47]([CH3:50])([CH3:49])[CH3:48])=[O:45])[CH2:40][CH2:39]2)=[CH:18][CH:19]=1)=[O:4]. The yield is 0.350. (2) The reactants are [C:1]1([CH:7]2[C:16]3[C:11]4=[C:12]([CH:18]([C:21]5[CH:26]=[CH:25][CH:24]=[CH:23][CH:22]=5)[CH2:19][CH2:20][N:10]4[CH2:9][CH2:8]2)[CH:13]=[C:14]([NH2:17])[CH:15]=3)[CH:6]=[CH:5][CH:4]=[CH:3][CH:2]=1.C(N(CC)CC)C.[CH3:34][N:35]([CH3:39])[C:36](Cl)=[O:37]. The catalyst is ClCCl. The product is [C:21]1([CH:18]2[C:12]3[C:11]4=[C:16]([CH:7]([C:1]5[CH:2]=[CH:3][CH:4]=[CH:5][CH:6]=5)[CH2:8][CH2:9][N:10]4[CH2:20][CH2:19]2)[CH:15]=[C:14]([NH:17][C:36](=[O:37])[N:35]([CH3:39])[CH3:34])[CH:13]=3)[CH:26]=[CH:25][CH:24]=[CH:23][CH:22]=1. The yield is 0.490. (3) The reactants are [CH2:1]([OH:8])[C:2]1[CH:7]=[CH:6][CH:5]=[CH:4][CH:3]=1.C([Li])CCC.I[C:15]1[S:16][CH:17]=[CH:18][CH:19]=1.N1C=CC=CC=1. The catalyst is COCCOC.[Cu]Cl.C(OCC)(=O)C. The product is [CH2:1]([O:8][C:15]1[S:16][CH:17]=[CH:18][CH:19]=1)[C:2]1[CH:7]=[CH:6][CH:5]=[CH:4][CH:3]=1. The yield is 0.0950. (4) The reactants are [CH3:1][CH:2]([NH:4][CH2:5][CH:6]([OH:19])[CH2:7][O:8][C:9]1[CH:10]=[CH:11][CH:12]=[C:13]2[CH:18]=[CH:17][CH:16]=[CH:15][C:14]=12)[CH3:3].Cl.C(N(CC)CC)C.C1CCC(N=C=NC2CCCCC2)CC1. The catalyst is CN(C1C=CN=CC=1)C.ClCCl. The product is [CH3:3][CH:2]([NH:4][CH2:5][CH:6]([OH:19])[CH2:7][O:8][C:9]1[CH:10]=[CH:11][CH:12]=[C:13]2[CH:18]=[CH:17][CH:16]=[CH:15][C:14]=12)[CH3:1]. The yield is 0.450. (5) The reactants are [CH3:1][C:2]1[CH:7]=[C:6]([CH3:8])[CH:5]=[CH:4][C:3]=1[S:9][C:10]1[CH:15]=[CH:14][CH:13]=[CH:12][C:11]=1[N+:16]([O-])=O. The catalyst is [Fe].CC(O)=O. The product is [CH3:1][C:2]1[CH:7]=[C:6]([CH3:8])[CH:5]=[CH:4][C:3]=1[S:9][C:10]1[CH:15]=[CH:14][CH:13]=[CH:12][C:11]=1[NH2:16]. The yield is 0.990. (6) The reactants are Br[C:2]1[CH:3]=[C:4]2[C:9](=[CH:10][CH:11]=1)[N:8]=[CH:7][C:6]([C:12](=[O:15])[CH2:13][CH3:14])=[C:5]2[NH:16][C@H:17]1[CH2:22][CH2:21][C@H:20]([CH2:23][N:24]([CH3:26])[CH3:25])[CH2:19][CH2:18]1.[Cl:27][C:28]1[CH:33]=[C:32](B2OC(C)(C)C(C)(C)O2)[CH:31]=[C:30]([F:43])[C:29]=1[OH:44]. No catalyst specified. The product is [Cl:27][C:28]1[CH:33]=[C:32]([C:2]2[CH:3]=[C:4]3[C:9](=[CH:10][CH:11]=2)[N:8]=[CH:7][C:6]([C:12](=[O:15])[CH2:13][CH3:14])=[C:5]3[NH:16][C@H:17]2[CH2:22][CH2:21][C@H:20]([CH2:23][N:24]([CH3:26])[CH3:25])[CH2:19][CH2:18]2)[CH:31]=[C:30]([F:43])[C:29]=1[OH:44]. The yield is 0.280.